From a dataset of Forward reaction prediction with 1.9M reactions from USPTO patents (1976-2016). Predict the product of the given reaction. (1) Given the reactants Cl[C:2]1[N:7]=[C:6]([NH:8][CH2:9][CH:10]2[CH2:15][CH2:14][O:13][CH2:12][CH2:11]2)[CH:5]=[N:4][CH:3]=1.[Cl:16][C:17]1[C:18](B(O)O)=[CH:19][C:20]([F:23])=[N:21][CH:22]=1.C(Cl)Cl.C(=O)([O-])[O-].[Na+].[Na+], predict the reaction product. The product is: [Cl:16][C:17]1[C:18]([C:2]2[N:7]=[C:6]([NH:8][CH2:9][CH:10]3[CH2:15][CH2:14][O:13][CH2:12][CH2:11]3)[CH:5]=[N:4][CH:3]=2)=[CH:19][C:20]([F:23])=[N:21][CH:22]=1. (2) Given the reactants [O:1]1[C:5]2=[CH:6][N:7]=[CH:8][CH:9]=[C:4]2[CH:3]=[C:2]1[C:10]([OH:12])=O.Cl.[Cl:14][C:15]1[CH:16]=[C:17]([S:22]([C:25]2[CH:30]=[CH:29][C:28]([CH2:31][NH2:32])=[CH:27][CH:26]=2)(=[O:24])=[O:23])[CH:18]=[C:19]([F:21])[CH:20]=1.F[P-](F)(F)(F)(F)F.N1(O[P+](N(C)C)(N(C)C)N(C)C)C2C=CC=CC=2N=N1.C(N(CC)C(C)C)(C)C, predict the reaction product. The product is: [Cl:14][C:15]1[CH:16]=[C:17]([S:22]([C:25]2[CH:26]=[CH:27][C:28]([CH2:31][NH:32][C:10]([C:2]3[O:1][C:5]4=[CH:6][N:7]=[CH:8][CH:9]=[C:4]4[CH:3]=3)=[O:12])=[CH:29][CH:30]=2)(=[O:24])=[O:23])[CH:18]=[C:19]([F:21])[CH:20]=1. (3) Given the reactants Cl.[Cl:2][C:3]1[N:4]=[C:5]([N:12]2[CH2:17][CH2:16][O:15][CH2:14][C@@H:13]2[CH3:18])[C:6]2[CH2:11][NH:10][CH2:9][C:7]=2[N:8]=1.Cl[C:20]([O:22][CH2:23][CH3:24])=[O:21].C([O-])(O)=O.[Na+], predict the reaction product. The product is: [Cl:2][C:3]1[N:4]=[C:5]([N:12]2[CH2:17][CH2:16][O:15][CH2:14][C@@H:13]2[CH3:18])[C:6]2[CH2:11][N:10]([C:20]([O:22][CH2:23][CH3:24])=[O:21])[CH2:9][C:7]=2[N:8]=1. (4) Given the reactants [Cl:1][C:2]1[CH:3]=[C:4]2[C:9](=[CH:10][CH:11]=1)[CH:8]=[C:7]([S:12]([NH:15][C@H:16]1[CH2:20][CH2:19][N:18]([C@@H:21]([CH3:29])[C:22]([O:24][C:25]([CH3:28])([CH3:27])[CH3:26])=[O:23])[C:17]1=[O:30])(=[O:14])=[O:13])[CH:6]=[CH:5]2.C(=O)([O-])[O-].[K+].[K+].Br[CH2:38][C:39]([NH2:41])=[O:40], predict the reaction product. The product is: [NH2:41][C:39](=[O:40])[CH2:38][N:15]([S:12]([C:7]1[CH:6]=[CH:5][C:4]2[C:9](=[CH:10][CH:11]=[C:2]([Cl:1])[CH:3]=2)[CH:8]=1)(=[O:13])=[O:14])[C@H:16]1[CH2:20][CH2:19][N:18]([C@@H:21]([CH3:29])[C:22]([O:24][C:25]([CH3:26])([CH3:28])[CH3:27])=[O:23])[C:17]1=[O:30]. (5) Given the reactants [F:1][C:2]1[CH:7]=[CH:6][C:5]([S:8]([C:11]2[CH:12]=[CH:13][C:14]([CH:34]([CH3:36])[CH3:35])=[C:15]([S:17]([NH:20][CH:21]3[CH2:26][CH2:25][N:24](C(OC(C)(C)C)=O)[CH2:23][CH2:22]3)(=[O:19])=[O:18])[CH:16]=2)(=[O:10])=[O:9])=[CH:4][CH:3]=1.Cl, predict the reaction product. The product is: [F:1][C:2]1[CH:7]=[CH:6][C:5]([S:8]([C:11]2[CH:12]=[CH:13][C:14]([CH:34]([CH3:36])[CH3:35])=[C:15]([S:17]([NH:20][CH:21]3[CH2:22][CH2:23][NH:24][CH2:25][CH2:26]3)(=[O:18])=[O:19])[CH:16]=2)(=[O:9])=[O:10])=[CH:4][CH:3]=1. (6) Given the reactants [F:1][C:2]1[CH:11]=[C:10]2[C:5]([CH:6]=[CH:7][C:8]([CH3:12])=[N:9]2)=[C:4]([N:13]2[CH2:18][CH2:17][NH:16][CH2:15][CH2:14]2)[CH:3]=1.[Cl:19][CH2:20][CH2:21][C:22]1[C:23]([F:33])=[CH:24][C:25]2[O:30][CH2:29][C:28](=[O:31])[NH:27][C:26]=2[CH:32]=1, predict the reaction product. The product is: [ClH:19].[F:33][C:23]1[C:22]([CH2:21][CH2:20][N:16]2[CH2:15][CH2:14][N:13]([C:4]3[CH:3]=[C:2]([F:1])[CH:11]=[C:10]4[C:5]=3[CH:6]=[CH:7][C:8]([CH3:12])=[N:9]4)[CH2:18][CH2:17]2)=[CH:32][C:26]2[NH:27][C:28](=[O:31])[CH2:29][O:30][C:25]=2[CH:24]=1. (7) Given the reactants Br[CH2:2][C:3]([C:5]1[CH:6]=[CH:7][C:8]2[O:12][C:11]3([CH3:19])[CH:13]4[CH2:17][C:16]([CH3:18])([C:10]3([CH3:20])[C:9]=2[CH:21]=1)[CH2:15][CH2:14]4)=[O:4].[OH:22][C:23]1[CH:24]=[C:25]([CH:30]=[CH:31][C:32]=1[I:33])[C:26]([O:28][CH3:29])=[O:27].C(=O)([O-])[O-].[K+].[K+], predict the reaction product. The product is: [CH3:18][C:16]12[CH2:17][CH:13]([C:11]3([CH3:19])[C:10]1([CH3:20])[C:9]1[CH:21]=[C:5]([C:3]([CH2:2][O:22][C:23]4[CH:24]=[C:25]([CH:30]=[CH:31][C:32]=4[I:33])[C:26]([O:28][CH3:29])=[O:27])=[O:4])[CH:6]=[CH:7][C:8]=1[O:12]3)[CH2:14][CH2:15]2.